This data is from Full USPTO retrosynthesis dataset with 1.9M reactions from patents (1976-2016). The task is: Predict the reactants needed to synthesize the given product. (1) Given the product [CH3:1][C:2]([O:4][C@@H:5]([O:7][C:8](=[O:12])[CH:9]([CH3:11])[CH3:10])[CH3:6])=[S:3], predict the reactants needed to synthesize it. The reactants are: [CH3:1][C:2]([O:4][CH:5]([O:7][C:8](=[O:12])[CH:9]([CH3:11])[CH3:10])[CH3:6])=[S:3].FC(F)(F)[C@@H](C1C2C(C=C3C=1C=CC=C3)=CC=CC=2)O. (2) Given the product [CH3:1][O:2][C:3](=[O:19])[CH2:4][CH2:5][CH2:6][CH2:7][C:8]1[CH:13]=[C:12]([F:14])[CH:11]=[C:10]([NH2:15])[C:9]=1[F:18], predict the reactants needed to synthesize it. The reactants are: [CH3:1][O:2][C:3](=[O:19])[CH2:4][CH2:5][C:6]#[C:7][C:8]1[CH:13]=[C:12]([F:14])[CH:11]=[C:10]([N+:15]([O-])=O)[C:9]=1[F:18].[H][H].